This data is from Reaction yield outcomes from USPTO patents with 853,638 reactions. The task is: Predict the reaction yield, written as a fraction of the theoretical maximum amount of product (1.0 means a 100% yield; for example, 0.34 means a 34% yield). The reactants are [CH:1]([C:3]1[CH:4]=[C:5]2[C:9](=[CH:10][CH:11]=1)[NH:8][CH:7]=[CH:6]2)=[CH2:2].[C:12](O[C:12]([O:14][C:15]([CH3:18])([CH3:17])[CH3:16])=[O:13])([O:14][C:15]([CH3:18])([CH3:17])[CH3:16])=[O:13]. The catalyst is C(#N)C.CN(C1C=CN=CC=1)C.C(Cl)Cl. The product is [C:15]([O:14][C:12]([N:8]1[C:9]2[C:5](=[CH:4][C:3]([CH:1]=[CH2:2])=[CH:11][CH:10]=2)[CH:6]=[CH:7]1)=[O:13])([CH3:18])([CH3:17])[CH3:16]. The yield is 0.590.